This data is from Reaction yield outcomes from USPTO patents with 853,638 reactions. The task is: Predict the reaction yield, written as a fraction of the theoretical maximum amount of product (1.0 means a 100% yield; for example, 0.34 means a 34% yield). (1) The reactants are [CH2:1]([Mg]Br)[CH:2]=[CH2:3].[CH2:6]([C:8]1([CH2:17][CH3:18])[CH2:13][C:12]([CH3:15])([CH3:14])[CH2:11][C:10](=[O:16])[CH2:9]1)[CH3:7].[NH4+].[Cl-]. The catalyst is CCOCC. The product is [CH2:3]([C:10]1([OH:16])[CH2:11][C:12]([CH3:14])([CH3:15])[CH2:13][C:8]([CH2:6][CH3:7])([CH2:17][CH3:18])[CH2:9]1)[CH:2]=[CH2:1]. The yield is 0.740. (2) The reactants are CS(O[CH2:6][CH2:7][CH2:8][N:9]([C:24]([O:26][C:27]([CH3:30])([CH3:29])[CH3:28])=[O:25])[CH2:10][C@@H:11]([NH:13][C:14]([O:16][CH2:17][C:18]1[CH:23]=[CH:22][CH:21]=[CH:20][CH:19]=1)=[O:15])[CH3:12])(=O)=O.[H-].[Na+].O. The catalyst is CS(C)=O. The product is [CH3:12][C@H:11]1[CH2:10][N:9]([C:24]([O:26][C:27]([CH3:30])([CH3:29])[CH3:28])=[O:25])[CH2:8][CH2:7][CH2:6][N:13]1[C:14]([O:16][CH2:17][C:18]1[CH:23]=[CH:22][CH:21]=[CH:20][CH:19]=1)=[O:15]. The yield is 0.504. (3) The reactants are C([O:4][C@@H:5]1[C@@H:10]([O:11]C(=O)C)[C@H:9]([O:15]C(=O)C)[C@@H:8]([O:19][CH3:20])[O:7][C@H:6]1[C:21]1[CH:26]=[CH:25][C:24]([Cl:27])=[C:23]([CH2:28][C:29]2[CH:34]=[CH:33][C:32]([C:35](=[O:37])[CH3:36])=[CH:31][CH:30]=2)[CH:22]=1)(=O)C.O.[OH-].[Li+]. The catalyst is C1COCC1.CO.O. The product is [Cl:27][C:24]1[CH:25]=[CH:26][C:21]([C@H:6]2[C@H:5]([OH:4])[C@@H:10]([OH:11])[C@H:9]([OH:15])[C@@H:8]([O:19][CH3:20])[O:7]2)=[CH:22][C:23]=1[CH2:28][C:29]1[CH:34]=[CH:33][C:32]([C:35](=[O:37])[CH3:36])=[CH:31][CH:30]=1. The yield is 0.984. (4) The reactants are C([O:4][CH2:5][C:6]1[C:11]([C:12]2[CH:17]=[CH:16][N:15]=[C:14]3[NH:18][C:19]([C:21]4[CH:22]=[N:23][N:24]([CH3:26])[CH:25]=4)=[N:20][C:13]=23)=[CH:10][C:9]([F:27])=[CH:8][C:7]=1[N:28]1[CH2:33][CH2:32][N:31]2[C:34]3[CH2:39][C:38]([CH3:41])([CH3:40])[CH2:37][C:35]=3[CH:36]=[C:30]2[C:29]1=[O:42])(=O)C.[OH-].[Na+]. The catalyst is C1COCC1.O. The product is [F:27][C:9]1[CH:10]=[C:11]([C:12]2[CH:17]=[CH:16][N:15]=[C:14]3[NH:18][C:19]([C:21]4[CH:22]=[N:23][N:24]([CH3:26])[CH:25]=4)=[N:20][C:13]=23)[C:6]([CH2:5][OH:4])=[C:7]([N:28]2[CH2:33][CH2:32][N:31]3[C:34]4[CH2:39][C:38]([CH3:40])([CH3:41])[CH2:37][C:35]=4[CH:36]=[C:30]3[C:29]2=[O:42])[CH:8]=1. The yield is 0.129. (5) The reactants are Cl.[CH3:2][O:3][C:4](=[O:17])[C@H:5]([CH2:7][C:8]1[CH:13]=[CH:12][C:11]([N+:14]([O-:16])=[O:15])=[CH:10][CH:9]=1)[NH2:6].[CH3:18][S:19][CH2:20][CH2:21][CH2:22][CH2:23][C:24]1([C:29](O)=[O:30])[CH2:28][CH2:27][CH2:26][CH2:25]1.CN(C(ON1N=NC2C=CC=CC1=2)=[N+](C)C)C.F[P-](F)(F)(F)(F)F.C(N(C(C)C)CC)(C)C. The catalyst is CN(C=O)C.C(OCC)(=O)C. The product is [CH3:2][O:3][C:4](=[O:17])[C@H:5]([CH2:7][C:8]1[CH:13]=[CH:12][C:11]([N+:14]([O-:16])=[O:15])=[CH:10][CH:9]=1)[NH:6][C:29]([C:24]1([CH2:23][CH2:22][CH2:21][CH2:20][S:19][CH3:18])[CH2:28][CH2:27][CH2:26][CH2:25]1)=[O:30]. The yield is 0.780. (6) The reactants are [O-]S(C(F)(F)F)(=O)=O.[CH2:9]([O:16][C:17]1[CH:18]=[C:19]([C:27]2[N:32]=[C:31]([C:33]([O:35][CH3:36])=[O:34])[CH:30]=[CH:29][C:28]=2O)[CH:20]=[CH:21][C:22]=1[C:23]([F:26])([F:25])[F:24])[C:10]1[CH:15]=[CH:14][CH:13]=[CH:12][CH:11]=1.[CH3:38][C:39]1[CH:44]=[CH:43][CH:42]=[CH:41][C:40]=1B(O)O. No catalyst specified. The product is [CH2:9]([O:16][C:17]1[CH:18]=[C:19]([C:27]2[N:32]=[C:31]([C:33]([O:35][CH3:36])=[O:34])[CH:30]=[CH:29][C:28]=2[C:40]2[CH:41]=[CH:42][CH:43]=[CH:44][C:39]=2[CH3:38])[CH:20]=[CH:21][C:22]=1[C:23]([F:24])([F:26])[F:25])[C:10]1[CH:11]=[CH:12][CH:13]=[CH:14][CH:15]=1. The yield is 0.890. (7) The reactants are [C:1]([O:5][C:6](=[O:19])[NH:7][C:8]1[CH:13]=[CH:12][C:11]([CH:14]([CH2:17][NH2:18])[CH2:15][NH2:16])=[CH:10][CH:9]=1)([CH3:4])([CH3:3])[CH3:2].[S:20](N)(N)(=[O:22])=[O:21]. The catalyst is N1C=CC=CC=1. The yield is 0.640. The product is [C:1]([O:5][C:6](=[O:19])[NH:7][C:8]1[CH:13]=[CH:12][C:11]([CH:14]2[CH2:15][NH:16][S:20](=[O:22])(=[O:21])[NH:18][CH2:17]2)=[CH:10][CH:9]=1)([CH3:4])([CH3:2])[CH3:3].